From a dataset of Reaction yield outcomes from USPTO patents with 853,638 reactions. Predict the reaction yield, written as a fraction of the theoretical maximum amount of product (1.0 means a 100% yield; for example, 0.34 means a 34% yield). The reactants are [Br:1][C:2]1[C:11]2[CH2:10][CH2:9][CH2:8][C:7](=[O:12])[C:6]=2[CH:5]=[N:4][CH:3]=1.[BH4-].[Na+].CC(O)=O. The yield is 0.920. The catalyst is CO. The product is [Br:1][C:2]1[C:11]2[CH2:10][CH2:9][CH2:8][CH:7]([OH:12])[C:6]=2[CH:5]=[N:4][CH:3]=1.